This data is from Catalyst prediction with 721,799 reactions and 888 catalyst types from USPTO. The task is: Predict which catalyst facilitates the given reaction. (1) Reactant: [C:1](N1C=CN=C1)(N1C=CN=C1)=[S:2].[O:13]1CCCC1.[Cl:18][C:19]1[CH:20]=[CH:21][C:22]2[N:23]([N:25]=[C:26]([C:39]3[CH:44]=[CH:43][CH:42]=[CH:41][CH:40]=3)[C:27]=2[CH2:28][C:29]2[N:34]=[C:33]([C:35]([NH:37]O)=[NH:36])[CH:32]=[CH:31][CH:30]=2)[CH:24]=1.Cl. Product: [Cl:18][C:19]1[CH:20]=[CH:21][C:22]2[N:23]([N:25]=[C:26]([C:39]3[CH:44]=[CH:43][CH:42]=[CH:41][CH:40]=3)[C:27]=2[CH2:28][C:29]2[N:34]=[C:33]([C:35]3[NH:37][C:1](=[O:13])[S:2][N:36]=3)[CH:32]=[CH:31][CH:30]=2)[CH:24]=1. The catalyst class is: 6. (2) Reactant: [CH2:1]([OH:5])[CH2:2][CH2:3][OH:4].C(N(CC)CC)C.[Br:13][C:14]([CH3:19])([CH3:18])[C:15](Br)=[O:16]. Product: [Br:13][C:14]([CH3:19])([CH3:18])[C:15]([O:4][CH2:3][CH2:2][CH2:1][OH:5])=[O:16]. The catalyst class is: 1. (3) Reactant: [H-].[Na+].[C:3]([C:7]1[CH:12]=[CH:11][C:10]([N:13]2[C:17](=[O:18])[C:16]([CH3:20])([CH3:19])[NH:15][C:14]2=[O:21])=[CH:9][CH:8]=1)([CH3:6])([CH3:5])[CH3:4].[Cl:22][C:23]1[CH:28]=[C:27]([CH2:29]Cl)[CH:26]=[CH:25][N:24]=1. Product: [C:3]([C:7]1[CH:8]=[CH:9][C:10]([N:13]2[C:17](=[O:18])[C:16]([CH3:20])([CH3:19])[N:15]([CH2:29][C:27]3[CH:26]=[CH:25][N:24]=[C:23]([Cl:22])[CH:28]=3)[C:14]2=[O:21])=[CH:11][CH:12]=1)([CH3:6])([CH3:4])[CH3:5]. The catalyst class is: 35. (4) Reactant: [Br:1][C:2]1[CH:3]=[C:4]2[C:13](=[CH:14][C:15]=1[F:16])[CH:12]1[CH2:17][CH:10]([CH2:11]1)[N:9]1[C:5]2=[N:6][C:7]([C:18]([OH:20])=O)=[CH:8]1.C[N:22](C(ON1N=NC2C=CC=CC1=2)=[N+](C)C)C.F[P-](F)(F)(F)(F)F.CCN(C(C)C)C(C)C.N.O. Product: [Br:1][C:2]1[CH:3]=[C:4]2[C:13](=[CH:14][C:15]=1[F:16])[CH:12]1[CH2:17][CH:10]([CH2:11]1)[N:9]1[C:5]2=[N:6][C:7]([C:18]([NH2:22])=[O:20])=[CH:8]1. The catalyst class is: 35. (5) Reactant: [C:1]([O:5][C:6](=[O:25])[NH:7][C@H:8]([C:12]1[CH:17]=[C:16]([C:18]2[CH:23]=[CH:22][N:21]=[CH:20][C:19]=2[NH2:24])[CH:15]=[CH:14][N:13]=1)[CH2:9][CH:10]=[CH2:11])([CH3:4])([CH3:3])[CH3:2].[CH3:26][C@H:27]([CH:31]=[CH2:32])[C:28](O)=[O:29].N1C=CC=CC=1.C(P1(=O)OP(CCC)(=O)OP(CCC)(=O)O1)CC. Product: [C:1]([O:5][C:6](=[O:25])[NH:7][C@H:8]([C:12]1[CH:17]=[C:16]([C:18]2[CH:23]=[CH:22][N:21]=[CH:20][C:19]=2[NH:24][C:28](=[O:29])[C@H:27]([CH3:26])[CH:31]=[CH2:32])[CH:15]=[CH:14][N:13]=1)[CH2:9][CH:10]=[CH2:11])([CH3:2])([CH3:3])[CH3:4]. The catalyst class is: 161. (6) Reactant: [Li+].CC([N-]C(C)C)C.[CH2:9]([O:11][C:12](=[O:16])[CH:13]([CH3:15])[CH3:14])[CH3:10].[O:17]1[CH2:22][CH2:21][C:20](=[O:23])[CH2:19][CH2:18]1.[NH4+].[Cl-]. Product: [CH2:9]([O:11][C:12](=[O:16])[C:13]([C:20]1([OH:23])[CH2:21][CH2:22][O:17][CH2:18][CH2:19]1)([CH3:15])[CH3:14])[CH3:10]. The catalyst class is: 188.